Task: Predict the product of the given reaction.. Dataset: Forward reaction prediction with 1.9M reactions from USPTO patents (1976-2016) Given the reactants Cl[C:2]1[CH:7]=[CH:6][C:5]([C:8]([F:11])([F:10])[F:9])=[CH:4][C:3]=1[N+:12]([O-:14])=[O:13].[OH-:15].[Na+].Cl, predict the reaction product. The product is: [N+:12]([C:3]1[CH:4]=[C:5]([C:8]([F:11])([F:10])[F:9])[CH:6]=[CH:7][C:2]=1[OH:15])([O-:14])=[O:13].